This data is from Catalyst prediction with 721,799 reactions and 888 catalyst types from USPTO. The task is: Predict which catalyst facilitates the given reaction. (1) Reactant: [OH:1][CH2:2][C@H:3]1[CH2:7][CH2:6][CH2:5][NH:4]1.[C:8](#[N:11])[CH:9]=[CH2:10]. Product: [OH:1][CH2:2][C@H:3]1[CH2:7][CH2:6][CH2:5][N:4]1[CH2:10][CH2:9][C:8]#[N:11]. The catalyst class is: 2. (2) Reactant: [P:1]([Br:4])(Br)[Br:2].[CH3:5][N:6]([CH3:14])[C:7]1[CH:12]=[CH:11][C:10]([CH3:13])=[CH:9][CH:8]=1. Product: [Br:2][P:1]([Br:4])[C:8]1[CH:9]=[C:10]([CH3:13])[CH:11]=[CH:12][C:7]=1[N:6]([CH3:14])[CH3:5]. The catalyst class is: 17. (3) Reactant: O1CCOCC1.[ClH:7].[F:8][C:9]1[CH:62]=[CH:61][CH:60]=[C:59]([F:63])[C:10]=1[CH2:11][O:12][C:13]([C:22]1[CH:27]=[CH:26][C:25]([C@:28]2([S:49]([C:52]3[CH:57]=[CH:56][C:55]([F:58])=[CH:54][CH:53]=3)(=[O:51])=[O:50])[CH2:32][CH2:31][N:30]([C:33]([C:35]3([OH:48])[CH2:40][CH2:39][N:38](C(OC(C)(C)C)=O)[CH2:37][CH2:36]3)=[O:34])[CH2:29]2)=[CH:24][CH:23]=1)([C:18]([F:21])([F:20])[F:19])[C:14]([F:17])([F:16])[F:15]. Product: [ClH:7].[F:63][C:59]1[CH:60]=[CH:61][CH:62]=[C:9]([F:8])[C:10]=1[CH2:11][O:12][C:13]([C:22]1[CH:23]=[CH:24][C:25]([C@:28]2([S:49]([C:52]3[CH:53]=[CH:54][C:55]([F:58])=[CH:56][CH:57]=3)(=[O:51])=[O:50])[CH2:32][CH2:31][N:30]([C:33]([C:35]3([OH:48])[CH2:40][CH2:39][NH:38][CH2:37][CH2:36]3)=[O:34])[CH2:29]2)=[CH:26][CH:27]=1)([C:14]([F:16])([F:15])[F:17])[C:18]([F:21])([F:20])[F:19]. The catalyst class is: 4. (4) Reactant: [CH:1]12[CH2:9][CH:5]([CH2:6][NH:7][CH2:8]1)[CH2:4][NH:3][CH2:2]2.Br[C:11]1[CH:12]=[N:13][CH:14]=[CH:15][CH:16]=1.C1C=CC(P(C2C(C3C(P(C4C=CC=CC=4)C4C=CC=CC=4)=CC=C4C=3C=CC=C4)=C3C(C=CC=C3)=CC=2)C2C=CC=CC=2)=CC=1.CC([O-])(C)C.[Na+]. Product: [N:13]1[CH:14]=[CH:15][CH:16]=[C:11]([N:3]2[CH2:4][CH:5]3[CH2:9][CH:1]([CH2:8][NH:7][CH2:6]3)[CH2:2]2)[CH:12]=1. The catalyst class is: 110. (5) Reactant: [C:1]([O:5][C:6]([N:8]1[CH2:13][CH2:12][N:11]([C:14]([C:16]2[C:17]3[C:31]([CH:32]4[CH2:34][CH2:33]4)=[N:30][N:29]([CH:35]4[CH2:40][CH2:39][CH2:38][CH2:37][O:36]4)[C:18]=3[N:19]=[C:20]([C:22]3[CH:27]=[CH:26][C:25]([OH:28])=[CH:24][CH:23]=3)[CH:21]=2)=O)[CH2:10][CH2:9]1)=[O:7])([CH3:4])([CH3:3])[CH3:2].B.CSC. Product: [C:1]([O:5][C:6]([N:8]1[CH2:9][CH2:10][N:11]([CH2:14][C:16]2[CH:21]=[C:20]([C:22]3[CH:23]=[CH:24][C:25]([OH:28])=[CH:26][CH:27]=3)[N:19]=[C:18]3[N:29]([CH:35]4[CH2:40][CH2:39][CH2:38][CH2:37][O:36]4)[N:30]=[C:31]([CH:32]4[CH2:33][CH2:34]4)[C:17]=23)[CH2:12][CH2:13]1)=[O:7])([CH3:4])([CH3:2])[CH3:3]. The catalyst class is: 1. (6) Reactant: [C:1]([C:5]1[CH:10]=[CH:9][C:8]([CH2:11][C:12]([NH:14][C@@H:15]([C:28]2[N:29]=[N:30][N:31]([CH2:33][CH2:34]O)[CH:32]=2)[C:16]2[CH:21]=[CH:20][C:19]([O:22][CH2:23][C:24]([F:27])([F:26])[F:25])=[CH:18][N:17]=2)=[O:13])=[CH:7][CH:6]=1)([CH3:4])([CH3:3])[CH3:2].C(N(C(C)C)CC)(C)C.[F:45]C(F)(S(F)(=O)=O)C(F)(F)C(F)(F)C(F)(F)F. Product: [C:1]([C:5]1[CH:10]=[CH:9][C:8]([CH2:11][C:12]([NH:14][C@@H:15]([C:28]2[N:29]=[N:30][N:31]([CH2:33][CH2:34][F:45])[CH:32]=2)[C:16]2[CH:21]=[CH:20][C:19]([O:22][CH2:23][C:24]([F:26])([F:25])[F:27])=[CH:18][N:17]=2)=[O:13])=[CH:7][CH:6]=1)([CH3:2])([CH3:4])[CH3:3]. The catalyst class is: 144.